The task is: Predict the product of the given reaction.. This data is from Forward reaction prediction with 1.9M reactions from USPTO patents (1976-2016). Given the reactants [NH2:1][C@H:2]1[CH2:6][CH2:5][N:4]([CH:7]2[CH2:12][CH2:11][N:10]([C:13]([O:15][CH2:16][C:17]3[CH:22]=[CH:21][CH:20]=[CH:19][CH:18]=3)=[O:14])[CH2:9][CH2:8]2)[C:3]1=[O:23].[F:24][C:25]1[CH:30]=[C:29]([S:31]([CH3:34])(=[O:33])=[O:32])[C:28]([F:35])=[CH:27][C:26]=1F.C([O-])([O-])=O.[Na+].[Na+].O, predict the reaction product. The product is: [F:24][C:25]1[CH:30]=[C:29]([S:31]([CH3:34])(=[O:33])=[O:32])[C:28]([F:35])=[CH:27][C:26]=1[NH:1][C@H:2]1[CH2:6][CH2:5][N:4]([CH:7]2[CH2:12][CH2:11][N:10]([C:13]([O:15][CH2:16][C:17]3[CH:22]=[CH:21][CH:20]=[CH:19][CH:18]=3)=[O:14])[CH2:9][CH2:8]2)[C:3]1=[O:23].